Task: Binary Classification. Given a drug SMILES string, predict its activity (active/inactive) in a high-throughput screening assay against a specified biological target.. Dataset: HIV replication inhibition screening data with 41,000+ compounds from the AIDS Antiviral Screen The compound is C=C(C)CN1CCCN(S(=O)(=O)c2ccc(C)cc2)CC(=C)CN(S(=O)(=O)c2ccc(C)cc2)CCC1.Cl. The result is 0 (inactive).